Task: Predict the reactants needed to synthesize the given product.. Dataset: Full USPTO retrosynthesis dataset with 1.9M reactions from patents (1976-2016) (1) Given the product [CH2:1]([O:3][C:4]([C:6]1[C:12]2[NH:13][C:14]3[CH:15]=[C:16]([O:20][CH2:60][C:59](=[O:67])[NH2:44])[CH:17]=[CH:18][C:19]=3[C:11]=2[C:10]([CH3:26])([CH3:25])[CH2:9][N:8]([C:27](=[O:36])[C:28]2[CH:33]=[CH:32][C:31]([F:34])=[CH:30][CH:29]=2)[CH:7]=1)=[O:5])[CH3:2], predict the reactants needed to synthesize it. The reactants are: [CH2:1]([O:3][C:4]([C:6]1[C:12]2[NH:13][C:14]3[CH:15]=[C:16]([O:20]CCCO)[CH:17]=[CH:18][C:19]=3[C:11]=2[C:10]([CH3:26])([CH3:25])[CH2:9][N:8]([C:27](=[O:36])[C:28]2[CH:33]=[CH:32][C:31]([F:34])=[C:30](F)[CH:29]=2)[CH:7]=1)=[O:5])[CH3:2].C(OC(C1C2NC3C=C(O)C=CC=3C=2C(C)(C)C[N:44]([C:59](=[O:67])[C:60]2C=CC(F)=CC=2)C=1)=O)C.C(N(C(C)C)CC)(C)C.BrCCCO. (2) Given the product [CH3:1][N:2]1[CH:6]=[C:5]([C:7]2[N:12]=[C:11]3[N:13]([CH2:16][CH:17]4[CH2:22][CH2:21][CH2:20][NH:19][CH2:18]4)[N:14]=[N:15][C:10]3=[N:9][CH:8]=2)[CH:4]=[N:3]1, predict the reactants needed to synthesize it. The reactants are: [CH3:1][N:2]1[CH:6]=[C:5]([C:7]2[N:12]=[C:11]3[N:13]([CH2:16][CH:17]4[CH2:22][CH2:21][CH2:20][N:19](C([O-])=O)[CH2:18]4)[N:14]=[N:15][C:10]3=[N:9][CH:8]=2)[CH:4]=[N:3]1.C(O)(C(F)(F)F)=O. (3) Given the product [Cl:23][C:24]1[CH:25]=[C:26]([CH2:32][NH:1][C@H:2]2[CH2:7][CH2:6][N:5]([CH2:8][CH2:9][N:10]3[C:19]4[C:14](=[N:15][CH:16]=[C:17]([F:20])[CH:18]=4)[CH:13]=[CH:12][C:11]3=[O:21])[CH2:4][C@H:3]2[OH:22])[CH:27]=[N:28][C:29]=1[CH2:30][OH:31], predict the reactants needed to synthesize it. The reactants are: [NH2:1][C@H:2]1[CH2:7][CH2:6][N:5]([CH2:8][CH2:9][N:10]2[C:19]3[C:14](=[N:15][CH:16]=[C:17]([F:20])[CH:18]=3)[CH:13]=[CH:12][C:11]2=[O:21])[CH2:4][C@H:3]1[OH:22].[Cl:23][C:24]1[CH:25]=[C:26]([CH:32]=O)[CH:27]=[N:28][C:29]=1[CH2:30][OH:31]. (4) Given the product [C:1]([NH:6][C:7]1[CH:8]=[C:9]([CH:14]=[CH:15][C:16]=1[O:17][CH3:18])[C:10]([OH:12])=[O:11])(=[O:5])[CH:2]([CH3:4])[CH3:3], predict the reactants needed to synthesize it. The reactants are: [C:1]([NH:6][C:7]1[CH:8]=[C:9]([CH:14]=[CH:15][C:16]=1[O:17][CH3:18])[C:10]([O:12]C)=[O:11])(=[O:5])[CH:2]([CH3:4])[CH3:3].[Li+].[OH-].